From a dataset of Full USPTO retrosynthesis dataset with 1.9M reactions from patents (1976-2016). Predict the reactants needed to synthesize the given product. (1) The reactants are: C[O:2][C:3]([C:5]1[S:6][C:7]([C:24]2[CH:29]=[CH:28][CH:27]=[CH:26][CH:25]=2)=[CH:8][C:9]=1[N:10]([CH:21]1[CH2:23][CH2:22]1)[C:11](=[O:20])[C:12]1[CH:17]=[CH:16][C:15]([Cl:18])=[CH:14][C:13]=1[Cl:19])=[O:4].[Li+].[OH-]. Given the product [CH:21]1([N:10]([C:11](=[O:20])[C:12]2[CH:17]=[CH:16][C:15]([Cl:18])=[CH:14][C:13]=2[Cl:19])[C:9]2[CH:8]=[C:7]([C:24]3[CH:29]=[CH:28][CH:27]=[CH:26][CH:25]=3)[S:6][C:5]=2[C:3]([OH:4])=[O:2])[CH2:23][CH2:22]1, predict the reactants needed to synthesize it. (2) Given the product [C:13]([CH2:12][C:9]1[CH:10]=[CH:11][C:6]([O:25][C:21](=[O:22])[CH2:32][CH2:33][CH3:35])=[C:7]([O:16][CH3:17])[CH:8]=1)([OH:15])=[O:14], predict the reactants needed to synthesize it. The reactants are: C([C:6]1[CH:11]=[CH:10][C:9]([CH2:12][C:13]([OH:15])=[O:14])=[CH:8][C:7]=1[O:16][CH3:17])(=O)CCC.CN([CH:21]=[O:22])C.C(Cl)(=O)C(Cl)=[O:25].NC1S[CH:32]=[C:33]([C:35]2C=CC(Cl)=CC=2)N=1. (3) The reactants are: [CH3:1][C:2]([CH3:39])([CH3:38])[CH2:3][CH2:4][C:5]1([CH3:37])[C:14]2[C:9](=[CH:10][CH:11]=[CH:12][CH:13]=2)[C:8]([OH:15])=[C:7]([C:16]2[NH:21][C:20]3[CH:22]=[CH:23][C:24]([NH:26]C(=O)OC(C)(C)C)=[CH:25][C:19]=3[S:18](=[O:35])(=[O:34])[N:17]=2)[C:6]1=[O:36].[ClH:40]. Given the product [Cl:40][NH:26][C:24]1[CH:23]=[CH:22][C:20]2[NH:21][C:16]([C:7]3[C:6](=[O:36])[C:5]([CH2:4][CH2:3][C:2]([CH3:1])([CH3:38])[CH3:39])([CH3:37])[C:14]4[C:9]([C:8]=3[OH:15])=[CH:10][CH:11]=[CH:12][CH:13]=4)=[N:17][S:18](=[O:35])(=[O:34])[C:19]=2[CH:25]=1, predict the reactants needed to synthesize it. (4) Given the product [N:1]1([CH2:6][CH2:7][CH2:8][O:9][C:10]2[CH:15]=[CH:14][C:13]([C:16]3([CH2:22][O:23][C:25]4[CH:30]=[CH:29][N:28]=[CH:27][CH:26]=4)[CH2:17][CH2:18][O:19][CH2:20][CH2:21]3)=[CH:12][CH:11]=2)[CH2:5][CH2:4][CH2:3][CH2:2]1, predict the reactants needed to synthesize it. The reactants are: [N:1]1([CH2:6][CH2:7][CH2:8][O:9][C:10]2[CH:15]=[CH:14][C:13]([C:16]3([CH2:22][OH:23])[CH2:21][CH2:20][O:19][CH2:18][CH2:17]3)=[CH:12][CH:11]=2)[CH2:5][CH2:4][CH2:3][CH2:2]1.Br[C:25]1[CH:30]=[CH:29][N:28]=[CH:27][CH:26]=1.